Dataset: Reaction yield outcomes from USPTO patents with 853,638 reactions. Task: Predict the reaction yield, written as a fraction of the theoretical maximum amount of product (1.0 means a 100% yield; for example, 0.34 means a 34% yield). (1) The reactants are [O:1]=[C:2]1[N:7]([C:8]2[CH:13]=[CH:12][C:11]([C:14]3[CH:19]=[CH:18][C:17]([N:20]4[CH2:24][CH2:23][C@@H:22]5[CH2:25][N:26](C(OCC)=O)[CH2:27][C@H:21]45)=[CH:16][CH:15]=3)=[CH:10][CH:9]=2)[N:6]=[CH:5][CH:4]=[CH:3]1.C(O)(=O)C. The catalyst is Br.CO. The product is [N:20]1([C:17]2[CH:18]=[CH:19][C:14]([C:11]3[CH:12]=[CH:13][C:8]([N:7]4[C:2](=[O:1])[CH:3]=[CH:4][CH:5]=[N:6]4)=[CH:9][CH:10]=3)=[CH:15][CH:16]=2)[CH2:24][CH2:23][C@@H:22]2[CH2:25][NH:26][CH2:27][C@H:21]12. The yield is 0.948. (2) The reactants are O[O:2][S:3]([O-:5])=O.[K+].[C:7]([O-])(O)=O.[Na+].O.[F:13][C:14]1[C:19]([O:20][CH3:21])=[CH:18][CH:17]=[CH:16][C:15]=1[C:22]1[C:23](=[O:50])[N:24]([CH2:40][C@@H:41]([C:44]2[CH:49]=[CH:48][CH:47]=[CH:46][CH:45]=2)[CH2:42][OH:43])[C:25](=[O:39])[N:26]([CH2:29][C:30]2[C:35](SC)=[CH:34][CH:33]=[CH:32][C:31]=2[F:38])[C:27]=1[CH3:28]. The catalyst is O.CC(C)=O. The product is [F:13][C:14]1[C:19]([O:20][CH3:21])=[CH:18][CH:17]=[CH:16][C:15]=1[C:22]1[C:23](=[O:50])[N:24]([CH2:40][C@@H:41]([C:44]2[CH:45]=[CH:46][CH:47]=[CH:48][CH:49]=2)[CH2:42][OH:43])[C:25](=[O:39])[N:26]([CH2:29][C:30]2[C:35]([S:3]([CH3:7])(=[O:5])=[O:2])=[CH:34][CH:33]=[CH:32][C:31]=2[F:38])[C:27]=1[CH3:28]. The yield is 0.920. (3) The reactants are [CH2:1]([N:5]1[C:9]2=[CH:10][N:11]=[CH:12][CH:13]=[C:8]2[C:7](N2CCCCC2)=[CH:6]1)[CH2:2][CH2:3][CH3:4].[CH3:20][O:21][C:22](=[O:33])[C:23]1[CH:28]=[CH:27][CH:26]=[CH:25][C:24]=1[O:29][CH2:30][CH2:31]Cl. No catalyst specified. The product is [CH3:20][O:21][C:22](=[O:33])[C:23]1[CH:28]=[CH:27][CH:26]=[CH:25][C:24]=1[O:29][CH2:30][CH2:31][N:11]1[CH2:12][CH2:13][CH:8]([C:7]2[C:8]3[C:9](=[CH:10][N:11]=[CH:12][CH:13]=3)[N:5]([CH2:1][CH2:2][CH2:3][CH3:4])[CH:6]=2)[CH2:9][CH2:10]1. The yield is 0.490. (4) The reactants are [CH3:1][O:2][C:3]1[C:4](=[O:9])[NH:5][CH:6]=[CH:7][CH:8]=1.C([O-])([O-])=O.[K+].[K+].[CH2:16](Br)[C:17]1[CH:22]=[CH:21][CH:20]=[CH:19][CH:18]=1. The catalyst is CN(C=O)C.O.C(Cl)(Cl)Cl. The product is [CH2:16]([N:5]1[CH:6]=[CH:7][CH:8]=[C:3]([O:2][CH3:1])[C:4]1=[O:9])[C:17]1[CH:22]=[CH:21][CH:20]=[CH:19][CH:18]=1. The yield is 0.750. (5) The reactants are [F:1][C:2]1[CH:7]=[C:6](I)[CH:5]=[CH:4][N:3]=1.C(N(CC)CC)C.[CH:16]#[C:17][CH2:18][CH2:19][CH3:20].O. The catalyst is O1CCCC1.[Cu]I.CCOCC. The product is [F:1][C:2]1[CH:7]=[C:6]([C:16]#[C:17][CH2:18][CH2:19][CH3:20])[CH:5]=[CH:4][N:3]=1. The yield is 0.920.